From a dataset of Reaction yield outcomes from USPTO patents with 853,638 reactions. Predict the reaction yield, written as a fraction of the theoretical maximum amount of product (1.0 means a 100% yield; for example, 0.34 means a 34% yield). (1) The reactants are Cl.[NH2:2][C@@H:3]1[C:11]2[C:6](=[C:7]([C:12]3[S:16][C:15]([C:17]4[CH:18]=[CH:19][C:20]([O:25][CH:26]([CH3:28])[CH3:27])=[C:21]([CH:24]=4)[C:22]#[N:23])=[N:14][N:13]=3)[CH:8]=[CH:9][CH:10]=2)[CH2:5][CH2:4]1.[S:29](N)([NH2:32])(=[O:31])=[O:30]. The catalyst is O1CCOCC1. The yield is 0.260. The product is [C:22]([C:21]1[CH:24]=[C:17]([C:15]2[S:16][C:12]([C:7]3[CH:8]=[CH:9][CH:10]=[C:11]4[C:6]=3[CH2:5][CH2:4][C@@H:3]4[NH:2][S:29]([NH2:32])(=[O:31])=[O:30])=[N:13][N:14]=2)[CH:18]=[CH:19][C:20]=1[O:25][CH:26]([CH3:28])[CH3:27])#[N:23]. (2) The reactants are [F:1][C:2]([F:11])([F:10])[C:3]1[C:4]([OH:9])=[N:5][CH:6]=[CH:7][CH:8]=1.[N+:12]([O-])([OH:14])=[O:13].OS(O)(=O)=O. No catalyst specified. The product is [N+:12]([C:7]1[CH:8]=[C:3]([C:2]([F:1])([F:10])[F:11])[C:4]([OH:9])=[N:5][CH:6]=1)([O-:14])=[O:13]. The yield is 0.733.